Dataset: Forward reaction prediction with 1.9M reactions from USPTO patents (1976-2016). Task: Predict the product of the given reaction. Given the reactants [CH3:1][Si:2]([CH3:24])([CH3:23])[CH2:3][CH2:4][O:5][CH2:6][N:7]1[C:11]2[N:12]=[CH:13][N:14]=[C:15]([C:16]3[CH:17]=[C:18]([CH:20]=[CH:21][CH:22]=3)[NH2:19])[C:10]=2[CH:9]=[CH:8]1.CCN(C(C)C)C(C)C.[CH3:34][C:35](=[CH2:39])[C:36](Cl)=[O:37], predict the reaction product. The product is: [CH3:1][Si:2]([CH3:24])([CH3:23])[CH2:3][CH2:4][O:5][CH2:6][N:7]1[C:11]2[N:12]=[CH:13][N:14]=[C:15]([C:16]3[CH:17]=[C:18]([NH:19][C:36](=[O:37])[C:35]([CH3:39])=[CH2:34])[CH:20]=[CH:21][CH:22]=3)[C:10]=2[CH:9]=[CH:8]1.